The task is: Predict the product of the given reaction.. This data is from Forward reaction prediction with 1.9M reactions from USPTO patents (1976-2016). (1) Given the reactants [NH2:1][C:2]1[S:3][CH:4]=[CH:5][C:6]=1[C:7]#[N:8].[C:9]([N:17]=[C:18]=[O:19])(=[O:16])[C:10]1[CH:15]=[CH:14][CH:13]=[CH:12][CH:11]=1, predict the reaction product. The product is: [C:7]([C:6]1[CH:5]=[CH:4][S:3][C:2]=1[NH:1][C:18]([NH:17][C:9](=[O:16])[C:10]1[CH:11]=[CH:12][CH:13]=[CH:14][CH:15]=1)=[O:19])#[N:8]. (2) Given the reactants [Cl:1][C:2]1[C:6]([N:7]([CH2:20][CH3:21])[C:8](=[O:19])[CH2:9][CH2:10][NH:11][C:12](=[O:18])[O:13][C:14]([CH3:17])([CH3:16])[CH3:15])=[CH:5][N:4]([C:22]2[CH:23]=[N:24][CH:25]=[CH:26][CH:27]=2)[N:3]=1.[H-].[Na+].[CH3:30]I, predict the reaction product. The product is: [Cl:1][C:2]1[C:6]([N:7]([CH2:20][CH3:21])[C:8](=[O:19])[CH2:9][CH2:10][N:11]([CH3:30])[C:12](=[O:18])[O:13][C:14]([CH3:17])([CH3:15])[CH3:16])=[CH:5][N:4]([C:22]2[CH:23]=[N:24][CH:25]=[CH:26][CH:27]=2)[N:3]=1. (3) Given the reactants [C:1]([C:3]1[CH:8]=[CH:7][CH:6]=[CH:5][C:4]=1[C:9]1[CH:14]=[CH:13][C:12]([CH2:15][CH:16]([C:22](=O)[CH2:23][CH2:24][CH3:25])[C:17](OCC)=[O:18])=[C:11]([F:27])[CH:10]=1)#[N:2].[O:28]1[C:32]2([CH2:37][CH2:36][CH:35]([NH:38][C:39]3[NH:43][C:42]([CH3:44])=[N:41][N:40]=3)[CH2:34][CH2:33]2)[O:31][CH2:30][CH2:29]1, predict the reaction product. The product is: [O:28]1[C:32]2([CH2:33][CH2:34][CH:35]([N:38]3[C:17](=[O:18])[C:16]([CH2:15][C:12]4[CH:13]=[CH:14][C:9]([C:4]5[C:3]([C:1]#[N:2])=[CH:8][CH:7]=[CH:6][CH:5]=5)=[CH:10][C:11]=4[F:27])=[C:22]([CH2:23][CH2:24][CH3:25])[N:40]4[N:41]=[C:42]([CH3:44])[N:43]=[C:39]34)[CH2:36][CH2:37]2)[O:31][CH2:30][CH2:29]1.